From a dataset of Retrosynthesis with 50K atom-mapped reactions and 10 reaction types from USPTO. Predict the reactants needed to synthesize the given product. (1) Given the product CC(C)OC(=O)OCCl, predict the reactants needed to synthesize it. The reactants are: CC(C)O.O=C(Cl)OCCl. (2) Given the product Nc1cc(OCc2ccccc2)cc(C(=O)OCc2ccccc2)c1N, predict the reactants needed to synthesize it. The reactants are: Nc1cc(OCc2ccccc2)cc(C(=O)OCc2ccccc2)c1[N+](=O)[O-]. (3) The reactants are: CC(=O)Nc1cc(CN2C(=O)N(c3ccc(S(=O)(=O)C(F)(F)F)cc3)C(=O)C2(C)C)ccn1. Given the product CC1(C)C(=O)N(c2ccc(S(=O)(=O)C(F)(F)F)cc2)C(=O)N1Cc1ccnc(N)c1, predict the reactants needed to synthesize it. (4) Given the product COc1c(CCCC(=O)O)cc(F)cc1-c1noc(-c2ccc(OC(C)C)c(Cl)c2)n1, predict the reactants needed to synthesize it. The reactants are: CCOC(=O)CCCc1cc(F)cc(-c2noc(-c3ccc(OC(C)C)c(Cl)c3)n2)c1OC. (5) The reactants are: CNC.O=S(=O)(c1ccccc1)c1cc(Br)nc(Br)c1. Given the product CN(C)c1cc(S(=O)(=O)c2ccccc2)cc(Br)n1, predict the reactants needed to synthesize it. (6) Given the product Nc1cc2c(cc1F)OCS(=O)(=O)N2Cc1ccccc1, predict the reactants needed to synthesize it. The reactants are: O=[N+]([O-])c1cc2c(cc1F)OCS(=O)(=O)N2Cc1ccccc1. (7) Given the product Clc1ccccc1-c1cc2nc(Br)ccc2[nH]1, predict the reactants needed to synthesize it. The reactants are: Nc1ccc(Br)nc1C#Cc1ccccc1Cl.